Dataset: NCI-60 drug combinations with 297,098 pairs across 59 cell lines. Task: Regression. Given two drug SMILES strings and cell line genomic features, predict the synergy score measuring deviation from expected non-interaction effect. Drug 1: CS(=O)(=O)OCCCCOS(=O)(=O)C. Drug 2: C1CNP(=O)(OC1)N(CCCl)CCCl. Cell line: RXF 393. Synergy scores: CSS=0.189, Synergy_ZIP=-0.463, Synergy_Bliss=0.881, Synergy_Loewe=-1.32, Synergy_HSA=-0.356.